From a dataset of Catalyst prediction with 721,799 reactions and 888 catalyst types from USPTO. Predict which catalyst facilitates the given reaction. (1) Reactant: [NH2:1][C:2]1[N:6]=[CH:5][NH:4][N:3]=1.[CH3:7][C:8]([N+:15]#[C-:16])([CH3:14])[CH2:9][C:10]([CH3:13])([CH3:12])[CH3:11].[Br:17][C:18]1[CH:25]=[CH:24][CH:23]=[CH:22][C:19]=1[CH:20]=O. Product: [Br:17][C:18]1[CH:25]=[CH:24][CH:23]=[CH:22][C:19]=1[C:20]1[N:1]=[C:2]2[N:6]=[CH:5][NH:4][N:3]2[C:16]=1[NH:15][C:8]([CH3:14])([CH3:7])[CH2:9][C:10]([CH3:13])([CH3:12])[CH3:11]. The catalyst class is: 519. (2) Reactant: [C:1]([C:5]1[CH:10]=[CH:9][C:8]([C:11]2[C:12]3[N:13]([CH:22]=[CH:23][CH:24]=3)[CH2:14][CH2:15][CH2:16][C:17]=2[C:18]([O:20][CH3:21])=[O:19])=[CH:7][CH:6]=1)([CH3:4])([CH3:3])[CH3:2].[BH4-].[Na+]. Product: [C:1]([C:5]1[CH:6]=[CH:7][C:8]([CH:11]2[CH:17]([C:18]([O:20][CH3:21])=[O:19])[CH2:16][CH2:15][CH2:14][N:13]3[CH:22]=[CH:23][CH:24]=[C:12]23)=[CH:9][CH:10]=1)([CH3:4])([CH3:2])[CH3:3]. The catalyst class is: 5. (3) Reactant: [Cl:1][C:2]1[C:3]([O:25][CH2:26][CH2:27][CH2:28][O:29][CH3:30])=[CH:4][C:5]2[CH2:14][CH:13]([CH:15]([CH3:17])[CH3:16])[N:12]3[CH:7]([CH2:8][C:9](=[O:23])[C:10]([C:18]([O:20][CH2:21][CH3:22])=[O:19])=[CH:11]3)[C:6]=2[CH:24]=1.C1(Cl)C(=O)C(Cl)=C(Cl)C(=O)C=1Cl. Product: [Cl:1][C:2]1[C:3]([O:25][CH2:26][CH2:27][CH2:28][O:29][CH3:30])=[CH:4][C:5]2[CH2:14][CH:13]([CH:15]([CH3:16])[CH3:17])[N:12]3[C:7](=[CH:8][C:9](=[O:23])[C:10]([C:18]([O:20][CH2:21][CH3:22])=[O:19])=[CH:11]3)[C:6]=2[CH:24]=1. The catalyst class is: 57. (4) Reactant: [C:1]([C:3]12[CH2:18][C:17]([CH3:22])([C:19](O)=[O:20])[CH:10]([C:11]3[CH:12]=[CH:13][CH:14]=[CH:15][C:16]=31)[C:9]1[C:4]2=[CH:5][CH:6]=[CH:7][CH:8]=1)#[N:2].N1C=CC=CC=1.N1C(F)=NC(F)=NC=1[F:31]. Product: [C:1]([C:3]12[CH2:18][C:17]([CH3:22])([C:19]([F:31])=[O:20])[CH:10]([C:11]3[CH:12]=[CH:13][CH:14]=[CH:15][C:16]=31)[C:9]1[C:4]2=[CH:5][CH:6]=[CH:7][CH:8]=1)#[N:2]. The catalyst class is: 473. (5) Reactant: FC(F)(F)C([O-])=O.OC1C=CC=CC=1/C=[N:12]\[C@@H:13]1[C:20](=[O:21])[N:19]2[CH:14]1[S:15][CH2:16][C:17]([S:34][C:35]1[S:36][CH:37]=[C:38]([C:40]3[CH:45]=[CH:44][N+:43]([CH3:46])=[CH:42][CH:41]=3)[N:39]=1)=[C:18]2[C:22]([O:24]CC1C=CC(OC)=CC=1)=[O:23].O.CS(O[C:57](=[O:73])/[C:58](/[C:63]1[N:67]=[C:66]([NH:68][P:69]([OH:72])([OH:71])=[O:70])[S:65][N:64]=1)=[N:59]\[O:60][CH2:61][CH3:62])(=O)=O.ClCCl. Product: [CH2:61]([O:60]/[N:59]=[C:58](/[C:63]1[N:67]=[C:66]([NH:68][P:69]([OH:71])([OH:72])=[O:70])[S:65][N:64]=1)\[C:57]([NH:12][C@@H:13]1[C:20](=[O:21])[N:19]2[C@@H:14]1[S:15][CH2:16][C:17]([S:34][C:35]1[S:36][CH:37]=[C:38]([C:40]3[CH:45]=[CH:44][N+:43]([CH3:46])=[CH:42][CH:41]=3)[N:39]=1)=[C:18]2[C:22]([O-:24])=[O:23])=[O:73])[CH3:62]. The catalyst class is: 282.